This data is from NCI-60 drug combinations with 297,098 pairs across 59 cell lines. The task is: Regression. Given two drug SMILES strings and cell line genomic features, predict the synergy score measuring deviation from expected non-interaction effect. (1) Drug 1: CC=C1C(=O)NC(C(=O)OC2CC(=O)NC(C(=O)NC(CSSCCC=C2)C(=O)N1)C(C)C)C(C)C. Drug 2: CCN(CC)CCNC(=O)C1=C(NC(=C1C)C=C2C3=C(C=CC(=C3)F)NC2=O)C. Cell line: SK-MEL-28. Synergy scores: CSS=30.2, Synergy_ZIP=-6.33, Synergy_Bliss=-9.99, Synergy_Loewe=-60.6, Synergy_HSA=-8.79. (2) Drug 1: CN(C)C1=NC(=NC(=N1)N(C)C)N(C)C. Drug 2: C1=NC2=C(N=C(N=C2N1C3C(C(C(O3)CO)O)F)Cl)N. Cell line: DU-145. Synergy scores: CSS=2.17, Synergy_ZIP=0.773, Synergy_Bliss=-0.612, Synergy_Loewe=-48.3, Synergy_HSA=-3.59. (3) Drug 1: CN(CC1=CN=C2C(=N1)C(=NC(=N2)N)N)C3=CC=C(C=C3)C(=O)NC(CCC(=O)O)C(=O)O. Drug 2: C1C(C(OC1N2C=NC3=C(N=C(N=C32)Cl)N)CO)O. Cell line: NCI-H460. Synergy scores: CSS=34.5, Synergy_ZIP=-1.77, Synergy_Bliss=-1.40, Synergy_Loewe=-12.8, Synergy_HSA=-6.39. (4) Synergy scores: CSS=50.7, Synergy_ZIP=-0.271, Synergy_Bliss=0.0109, Synergy_Loewe=-44.1, Synergy_HSA=-1.44. Cell line: HCT116. Drug 2: CN1C2=C(C=C(C=C2)N(CCCl)CCCl)N=C1CCCC(=O)O.Cl. Drug 1: CC1OCC2C(O1)C(C(C(O2)OC3C4COC(=O)C4C(C5=CC6=C(C=C35)OCO6)C7=CC(=C(C(=C7)OC)O)OC)O)O. (5) Drug 1: CC1OCC2C(O1)C(C(C(O2)OC3C4COC(=O)C4C(C5=CC6=C(C=C35)OCO6)C7=CC(=C(C(=C7)OC)O)OC)O)O. Drug 2: C1CC(=O)NC(=O)C1N2C(=O)C3=CC=CC=C3C2=O. Cell line: COLO 205. Synergy scores: CSS=54.0, Synergy_ZIP=-1.14, Synergy_Bliss=-4.90, Synergy_Loewe=-33.3, Synergy_HSA=-4.26. (6) Drug 1: CC12CCC(CC1=CCC3C2CCC4(C3CC=C4C5=CN=CC=C5)C)O. Drug 2: CC1=C(C(=CC=C1)Cl)NC(=O)C2=CN=C(S2)NC3=CC(=NC(=N3)C)N4CCN(CC4)CCO. Cell line: HL-60(TB). Synergy scores: CSS=-13.6, Synergy_ZIP=0.382, Synergy_Bliss=-9.93, Synergy_Loewe=-16.8, Synergy_HSA=-15.2. (7) Drug 1: CN1CCC(CC1)COC2=C(C=C3C(=C2)N=CN=C3NC4=C(C=C(C=C4)Br)F)OC. Drug 2: CC(C)CN1C=NC2=C1C3=CC=CC=C3N=C2N. Cell line: RPMI-8226. Synergy scores: CSS=-6.96, Synergy_ZIP=2.86, Synergy_Bliss=-0.196, Synergy_Loewe=-8.06, Synergy_HSA=-7.00.